This data is from Reaction yield outcomes from USPTO patents with 853,638 reactions. The task is: Predict the reaction yield, written as a fraction of the theoretical maximum amount of product (1.0 means a 100% yield; for example, 0.34 means a 34% yield). The yield is 0.820. The reactants are [CH:1]([N:4]1[C:9](=[O:10])[C:8]([C:11]([O:13]CC)=[O:12])=[CH:7][C:6]2[CH:16]=[CH:17][S:18][C:5]1=2)([CH3:3])[CH3:2].[OH-].[Na+]. The product is [CH:1]([N:4]1[C:9](=[O:10])[C:8]([C:11]([OH:13])=[O:12])=[CH:7][C:6]2[CH:16]=[CH:17][S:18][C:5]1=2)([CH3:3])[CH3:2]. The catalyst is CO.